Dataset: Forward reaction prediction with 1.9M reactions from USPTO patents (1976-2016). Task: Predict the product of the given reaction. (1) Given the reactants CN(C)C=O.[Br:6][C:7]1[CH:14]=[CH:13][C:10]([CH2:11][OH:12])=[CH:9][CH:8]=1.CC(C)([O-])C.[K+].F[C:22]1[CH:27]=[CH:26][CH:25]=[CH:24][N:23]=1, predict the reaction product. The product is: [Br:6][C:7]1[CH:14]=[CH:13][C:10]([CH2:11][O:12][C:22]2[CH:27]=[CH:26][CH:25]=[CH:24][N:23]=2)=[CH:9][CH:8]=1. (2) The product is: [C:17]1([C:2]2[C:8]3[CH:9]=[CH:10][CH:11]=[CH:12][C:7]=3[O:6][C:5]3[CH:13]=[CH:14][CH:15]=[CH:16][C:4]=3[N:3]=2)[CH:22]=[CH:21][CH:20]=[CH:19][CH:18]=1. Given the reactants Cl[C:2]1[C:8]2[CH:9]=[CH:10][CH:11]=[CH:12][C:7]=2[O:6][C:5]2[CH:13]=[CH:14][CH:15]=[CH:16][C:4]=2[N:3]=1.[C:17]1([Mg]Cl)[CH:22]=[CH:21][CH:20]=[CH:19][CH:18]=1, predict the reaction product. (3) Given the reactants [OH:1][C:2]1[CH:37]=[N:36][C:5]2[N:6]([C:19]([NH:21][CH:22]([C:26]3[CH:31]=[CH:30][C:29]([C:32]([F:35])([F:34])[F:33])=[CH:28][CH:27]=3)[CH2:23][O:24][CH3:25])=[O:20])[CH2:7][C:8](=[O:18])[N:9]([CH2:10][O:11][CH2:12][CH2:13][Si:14]([CH3:17])([CH3:16])[CH3:15])[C:4]=2[CH:3]=1.[C:38](=O)([O-])[O-].[K+].[K+].IC.O, predict the reaction product. The product is: [CH3:38][O:1][C:2]1[CH:37]=[N:36][C:5]2[N:6]([C:19]([NH:21][CH:22]([C:26]3[CH:27]=[CH:28][C:29]([C:32]([F:34])([F:33])[F:35])=[CH:30][CH:31]=3)[CH2:23][O:24][CH3:25])=[O:20])[CH2:7][C:8](=[O:18])[N:9]([CH2:10][O:11][CH2:12][CH2:13][Si:14]([CH3:17])([CH3:15])[CH3:16])[C:4]=2[CH:3]=1. (4) Given the reactants [C:1]1([C:28]2[CH:33]=[CH:32][CH:31]=[CH:30][CH:29]=2)[CH:6]=[CH:5][C:4]([N:7]2[C:20]3[C:15](=[CH:16][CH:17]=[CH:18][CH:19]=3)[N:14]([C:21]3[CH:26]=[CH:25][CH:24]=[CH:23][C:22]=3Br)[C:13]3[CH:12]=[CH:11][CH:10]=[CH:9][C:8]2=3)=[CH:3][CH:2]=1.F[B-](F)(F)F.C1(P(C2CCCCC2)C2CCCCC2)CCCCC1, predict the reaction product. The product is: [C:1]1([C:28]2[CH:33]=[CH:32][CH:31]=[CH:30][CH:29]=2)[CH:6]=[CH:5][C:4]([N:7]2[C:20]3[C:15](=[CH:16][CH:17]=[CH:18][CH:19]=3)[N:14]3[C:13]4[C:12]([C:22]5[CH:23]=[CH:24][CH:25]=[CH:26][C:21]=53)=[CH:11][CH:10]=[CH:9][C:8]2=4)=[CH:3][CH:2]=1. (5) Given the reactants [C:1]([C:3]1[CH:4]=[CH:5][C:6]([O:34][CH3:35])=[C:7]([C:9]2[N:13](CCOC[Si](C)(C)C)[N:12]=[CH:11][C:10]=2[NH:22][C:23]([C:25]2[CH:26]=[N:27][N:28]3[CH:33]=[CH:32][CH:31]=[N:30][C:29]=23)=[O:24])[CH:8]=1)#[N:2].Cl, predict the reaction product. The product is: [C:1]([C:3]1[CH:4]=[CH:5][C:6]([O:34][CH3:35])=[C:7]([C:9]2[NH:13][N:12]=[CH:11][C:10]=2[NH:22][C:23]([C:25]2[CH:26]=[N:27][N:28]3[CH:33]=[CH:32][CH:31]=[N:30][C:29]=23)=[O:24])[CH:8]=1)#[N:2]. (6) Given the reactants [F:1][C:2]1[CH:3]=[C:4]([N:9]2[C:14](=[O:15])[C:13]([O:16][CH2:17][C:18]([OH:21])([CH3:20])[CH3:19])=[C:12]([C:22]3[CH:27]=[CH:26][C:25]([S:28](C)(=[O:30])=[O:29])=[CH:24][CH:23]=3)[CH:11]=[N:10]2)[CH:5]=[CH:6][C:7]=1[F:8].C[Si]([N-:36][Si](C)(C)C)(C)C.[Na+].[OH-].[Na+].O.O.O.C([O-])(=O)C.[Na+].NOS(O)(=O)=O, predict the reaction product. The product is: [F:1][C:2]1[CH:3]=[C:4]([N:9]2[C:14](=[O:15])[C:13]([O:16][CH2:17][C:18]([OH:21])([CH3:20])[CH3:19])=[C:12]([C:22]3[CH:27]=[CH:26][C:25]([S:28]([NH2:36])(=[O:30])=[O:29])=[CH:24][CH:23]=3)[CH:11]=[N:10]2)[CH:5]=[CH:6][C:7]=1[F:8].